From a dataset of Peptide-MHC class I binding affinity with 185,985 pairs from IEDB/IMGT. Regression. Given a peptide amino acid sequence and an MHC pseudo amino acid sequence, predict their binding affinity value. This is MHC class I binding data. (1) The peptide sequence is SMYGKAFNHA. The binding affinity (normalized) is 1.00. The MHC is HLA-A02:03 with pseudo-sequence HLA-A02:03. (2) The peptide sequence is SVIDHIHYM. The MHC is HLA-A31:01 with pseudo-sequence HLA-A31:01. The binding affinity (normalized) is 0.497.